From a dataset of NCI-60 drug combinations with 297,098 pairs across 59 cell lines. Regression. Given two drug SMILES strings and cell line genomic features, predict the synergy score measuring deviation from expected non-interaction effect. Synergy scores: CSS=7.86, Synergy_ZIP=-3.90, Synergy_Bliss=-0.246, Synergy_Loewe=-3.46, Synergy_HSA=-0.0213. Drug 2: C1CNP(=O)(OC1)N(CCCl)CCCl. Cell line: MCF7. Drug 1: CC1=C(N=C(N=C1N)C(CC(=O)N)NCC(C(=O)N)N)C(=O)NC(C(C2=CN=CN2)OC3C(C(C(C(O3)CO)O)O)OC4C(C(C(C(O4)CO)O)OC(=O)N)O)C(=O)NC(C)C(C(C)C(=O)NC(C(C)O)C(=O)NCCC5=NC(=CS5)C6=NC(=CS6)C(=O)NCCC[S+](C)C)O.